This data is from Catalyst prediction with 721,799 reactions and 888 catalyst types from USPTO. The task is: Predict which catalyst facilitates the given reaction. (1) Reactant: [CH2:1]([C:5]1([CH:27]2[CH2:31][CH2:30][CH2:29][CH2:28]2)[CH2:13][C:12]2[C:7](=[C:8]([Cl:26])[C:9]([Cl:25])=[C:10]([O:14][C:15]([C:17]3[CH:24]=[CH:23][C:20]([C:21]#[N:22])=[CH:19][CH:18]=3)=O)[CH:11]=2)[CH2:6]1)[CH2:2][CH2:3][CH3:4].[N:32]([Si](C)(C)C)=[N+:33]=[N-:34].C([Sn](=[O:48])CCCC)CCC. Product: [CH2:1]([C:5]1([CH:27]2[CH2:31][CH2:30][CH2:29][CH2:28]2)[CH2:13][C:12]2[C:7](=[C:8]([Cl:26])[C:9]([Cl:25])=[C:10]([O:14][CH2:15][C:17]3[CH:24]=[CH:23][C:20]([C:21]4[NH:34][N:33]=[N:32][N:22]=4)=[CH:19][CH:18]=3)[CH:11]=2)[C:6]1=[O:48])[CH2:2][CH2:3][CH3:4]. The catalyst class is: 11. (2) Reactant: [CH2:1]([O:9][C:10]1[CH:15]=[CH:14][C:13]([CH:16]2[CH2:21][CH2:20][CH2:19][NH:18][CH2:17]2)=[CH:12][CH:11]=1)[CH2:2][CH2:3][CH2:4][CH2:5][CH2:6][CH2:7][CH3:8].[C:22]([O:26][CH2:27][CH3:28])(=[O:25])[CH:23]=[CH2:24].C([O-])([O-])=O.[Cs+].[Cs+]. Product: [CH2:1]([O:9][C:10]1[CH:11]=[CH:12][C:13]([CH:16]2[CH2:21][CH2:20][CH2:19][N:18]([CH2:24][CH2:23][C:22]([O:26][CH2:27][CH3:28])=[O:25])[CH2:17]2)=[CH:14][CH:15]=1)[CH2:2][CH2:3][CH2:4][CH2:5][CH2:6][CH2:7][CH3:8]. The catalyst class is: 23. (3) Reactant: [CH2:1]([NH:8][CH2:9][CH2:10][C:11]1[CH:16]=[CH:15][CH:14]=[CH:13][C:12]=1[Br:17])[C:2]1[CH:7]=[CH:6][CH:5]=[CH:4][CH:3]=1.C(N(CC)CC)C.Cl[C:26]([O:28][CH3:29])=[O:27].C(OCC)(=O)C. Product: [CH2:1]([N:8]([CH2:9][CH2:10][C:11]1[CH:16]=[CH:15][CH:14]=[CH:13][C:12]=1[Br:17])[C:26](=[O:27])[O:28][CH3:29])[C:2]1[CH:3]=[CH:4][CH:5]=[CH:6][CH:7]=1. The catalyst class is: 30.